This data is from CYP2C19 inhibition data for predicting drug metabolism from PubChem BioAssay. The task is: Regression/Classification. Given a drug SMILES string, predict its absorption, distribution, metabolism, or excretion properties. Task type varies by dataset: regression for continuous measurements (e.g., permeability, clearance, half-life) or binary classification for categorical outcomes (e.g., BBB penetration, CYP inhibition). Dataset: cyp2c19_veith. The drug is O=C(Nc1c[nH]c(=O)[nH]c1=O)Oc1ccccc1. The result is 0 (non-inhibitor).